Task: Predict the reaction yield, written as a fraction of the theoretical maximum amount of product (1.0 means a 100% yield; for example, 0.34 means a 34% yield).. Dataset: Reaction yield outcomes from USPTO patents with 853,638 reactions (1) The reactants are [Cl:1][C:2]1[C:3]([CH:20]([S:29]([C:32]2[CH:37]=[CH:36][C:35]([Cl:38])=[CH:34][CH:33]=2)(=[O:31])=[O:30])[C:21]2[CH:26]=[C:25]([F:27])[CH:24]=[CH:23][C:22]=2[F:28])=[CH:4][C:5]([NH:8][CH2:9][CH2:10][CH2:11][NH:12]C(=O)OC(C)(C)C)=[N:6][CH:7]=1.[ClH:39].CO. No catalyst specified. The product is [ClH:1].[ClH:39].[Cl:1][C:2]1[C:3]([CH:20]([S:29]([C:32]2[CH:33]=[CH:34][C:35]([Cl:38])=[CH:36][CH:37]=2)(=[O:30])=[O:31])[C:21]2[CH:26]=[C:25]([F:27])[CH:24]=[CH:23][C:22]=2[F:28])=[CH:4][C:5]([NH:8][CH2:9][CH2:10][CH2:11][NH2:12])=[N:6][CH:7]=1. The yield is 0.830. (2) The reactants are [N+:1]([C:4]1[CH:5]=[C:6]2[C:10](=[CH:11][CH:12]=1)[NH:9][N:8]=[CH:7]2)([O-])=O. The catalyst is CO.[Pd]. The product is [NH:9]1[C:10]2[C:6](=[CH:5][C:4]([NH2:1])=[CH:12][CH:11]=2)[CH:7]=[N:8]1. The yield is 0.970. (3) The reactants are N1C=CC=CC=1.[Si:7]([O:14][CH2:15][CH:16]([CH2:18][O:19][CH2:20][CH2:21][CH2:22][CH2:23][CH2:24][CH2:25][CH2:26][CH2:27][CH2:28][CH2:29][CH2:30][CH2:31][CH2:32][CH2:33][CH2:34][CH3:35])[OH:17])([C:10]([CH3:13])([CH3:12])[CH3:11])([CH3:9])[CH3:8].[C:36](Cl)(=[O:58])[CH:37]=[CH:38][CH:39]=[CH:40][CH:41]=[CH:42][CH:43]=[CH:44][CH:45]=[CH:46][CH:47]=[CH:48][CH2:49][CH2:50][CH2:51][CH2:52][CH2:53][CH2:54][CH2:55][CH2:56][CH3:57].O. The catalyst is C1(C)C=CC=CC=1. The product is [Si:7]([O:14][CH2:15][CH:16]([CH2:18][O:19][CH2:20][CH2:21][CH2:22][CH2:23][CH2:24][CH2:25][CH2:26][CH2:27][CH2:28][CH2:29][CH2:30][CH2:31][CH2:32][CH2:33][CH2:34][CH3:35])[O:17][C:36](=[O:58])[CH:37]=[CH:38][CH:39]=[CH:40][CH:41]=[CH:42][CH:43]=[CH:44][CH:45]=[CH:46][CH:47]=[CH:48][CH2:49][CH2:50][CH2:51][CH2:52][CH2:53][CH2:54][CH2:55][CH2:56][CH3:57])([C:10]([CH3:13])([CH3:12])[CH3:11])([CH3:9])[CH3:8]. The yield is 0.814. (4) The reactants are Br[C:2]1[CH:3]=[C:4]2[C:8](=[CH:9][CH:10]=1)[N:7]([CH:11]1[CH2:16][CH2:15][CH2:14][CH2:13][O:12]1)[N:6]=[C:5]2[C:17]1[CH:22]=[CH:21][C:20]([F:23])=[CH:19][CH:18]=1.C(N(CC)CC)C.C1(C)C=CC=CC=1P(C1C=CC=CC=1C)C1C=CC=CC=1C.[C:53]1([C:59]#[CH:60])[CH:58]=[CH:57][CH:56]=[CH:55][CH:54]=1. The catalyst is C(#N)C. The product is [F:23][C:20]1[CH:21]=[CH:22][C:17]([C:5]2[C:4]3[C:8](=[CH:9][CH:10]=[C:2]([C:60]#[C:59][C:53]4[CH:58]=[CH:57][CH:56]=[CH:55][CH:54]=4)[CH:3]=3)[N:7]([CH:11]3[CH2:16][CH2:15][CH2:14][CH2:13][O:12]3)[N:6]=2)=[CH:18][CH:19]=1. The yield is 0.320.